This data is from Catalyst prediction with 721,799 reactions and 888 catalyst types from USPTO. The task is: Predict which catalyst facilitates the given reaction. (1) Reactant: [BH4-].[Li+].C([O:5][C:6]([C:8]1([C:18]2[CH:23]=[CH:22][C:21]([Br:24])=[CH:20][N:19]=2)[CH2:17][CH2:16][C:11]2([O:15][CH2:14][CH2:13][O:12]2)[CH2:10][CH2:9]1)=O)C.[Cl-].[NH4+]. Product: [Br:24][C:21]1[CH:22]=[CH:23][C:18]([C:8]2([CH2:6][OH:5])[CH2:17][CH2:16][C:11]3([O:15][CH2:14][CH2:13][O:12]3)[CH2:10][CH2:9]2)=[N:19][CH:20]=1. The catalyst class is: 7. (2) Reactant: [CH3:1][N:2]1[CH:6]=[CH:5][N:4]=[C:3]1[S:7]([N:10]1[CH2:14][CH2:13][CH2:12][C@H:11]1[C:15]([O:17]C)=[O:16])(=[O:9])=[O:8]. Product: [CH3:1][N:2]1[CH:6]=[CH:5][N:4]=[C:3]1[S:7]([N:10]1[CH2:14][CH2:13][CH2:12][C@H:11]1[C:15]([OH:17])=[O:16])(=[O:8])=[O:9]. The catalyst class is: 89.